From a dataset of Peptide-MHC class I binding affinity with 185,985 pairs from IEDB/IMGT. Regression. Given a peptide amino acid sequence and an MHC pseudo amino acid sequence, predict their binding affinity value. This is MHC class I binding data. (1) The peptide sequence is ARVAASLAK. The MHC is HLA-A29:02 with pseudo-sequence HLA-A29:02. The binding affinity (normalized) is 0.0847. (2) The peptide sequence is ISPRTLNAW. The MHC is HLA-A01:01 with pseudo-sequence HLA-A01:01. The binding affinity (normalized) is 0.